Dataset: Full USPTO retrosynthesis dataset with 1.9M reactions from patents (1976-2016). Task: Predict the reactants needed to synthesize the given product. Given the product [C:1]([O:5][C:6](=[O:47])[CH2:7][CH2:8][C:9]1[CH:14]=[CH:13][C:12]([O:15][CH2:16][CH2:17][C:18]2[N:19]=[C:20]([C:24]3[CH:25]=[CH:26][C:27]([OH:50])=[CH:28][CH:29]=3)[O:21][C:22]=2[CH3:23])=[CH:11][C:10]=1[CH2:39][NH:40][C:41]([O:43][CH:44]([CH3:45])[CH3:46])=[O:42])([CH3:2])([CH3:3])[CH3:4], predict the reactants needed to synthesize it. The reactants are: [C:1]([O:5][C:6](=[O:47])[CH2:7][CH2:8][C:9]1[CH:14]=[CH:13][C:12]([O:15][CH2:16][CH2:17][C:18]2[N:19]=[C:20]([C:24]3[CH:29]=[CH:28][C:27](B4OC(C)(C)C(C)(C)O4)=[CH:26][CH:25]=3)[O:21][C:22]=2[CH3:23])=[CH:11][C:10]=1[CH2:39][NH:40][C:41]([O:43][CH:44]([CH3:46])[CH3:45])=[O:42])([CH3:4])([CH3:3])[CH3:2].C(O)(=[O:50])C.OO.[O-]S([O-])(=S)=O.[Na+].[Na+].